Task: Predict the reactants needed to synthesize the given product.. Dataset: Full USPTO retrosynthesis dataset with 1.9M reactions from patents (1976-2016) (1) Given the product [ClH:1].[CH2:2]([N:29]([C@H:17]([CH2:16][C:15]([NH:14][CH2:13][CH2:12][NH:11][C:10]([O:9][CH2:2][C:3]1[CH:4]=[CH:5][CH:6]=[CH:7][CH:8]=1)=[O:41])=[O:40])[CH2:18][CH2:19][CH2:20][NH2:21])[C:30](=[O:31])[OH:32])[C:3]1[CH:8]=[CH:7][CH:6]=[CH:5][CH:4]=1, predict the reactants needed to synthesize it. The reactants are: [ClH:1].[CH2:2]([O:9][C:10](=[O:41])[NH:11][CH2:12][CH2:13][NH:14][C:15](=[O:40])[CH2:16][C@@H:17]([NH:29][C:30]([O:32]CC1C=CC=CC=1)=[O:31])[CH2:18][CH2:19][CH2:20][NH:21]C(OC(C)(C)C)=O)[C:3]1[CH:8]=[CH:7][CH:6]=[CH:5][CH:4]=1. (2) Given the product [NH2:17][CH2:2][C:3]1[C:4]([C:9]2[CH:14]=[CH:13][C:12]([C:15]#[N:16])=[CH:11][CH:10]=2)=[N:5][O:6][C:7]=1[CH3:8], predict the reactants needed to synthesize it. The reactants are: Cl[CH2:2][C:3]1[C:4]([C:9]2[CH:14]=[CH:13][C:12]([C:15]#[N:16])=[CH:11][CH:10]=2)=[N:5][O:6][C:7]=1[CH3:8].[NH3:17].